Dataset: Reaction yield outcomes from USPTO patents with 853,638 reactions. Task: Predict the reaction yield, written as a fraction of the theoretical maximum amount of product (1.0 means a 100% yield; for example, 0.34 means a 34% yield). (1) The reactants are [H-].[Na+].[OH:3][C:4]1[CH:5]=[C:6]2[C:10](=[CH:11][CH:12]=1)[C:9](=[O:13])[NH:8][CH2:7]2.F[C:15]1[CH:20]=[CH:19][C:18]([N+:21]([O-:23])=[O:22])=[CH:17][CH:16]=1.O. The catalyst is CN(C=O)C. The product is [C:9]1(=[O:13])[C:10]2[C:6](=[CH:5][C:4]([O:3][C:15]3[CH:20]=[CH:19][C:18]([N+:21]([O-:23])=[O:22])=[CH:17][CH:16]=3)=[CH:12][CH:11]=2)[CH2:7][NH:8]1. The yield is 0.890. (2) The reactants are [H-].[Na+].[Cl:3][C:4]1[CH:11]=[CH:10][C:7]([CH:8]=O)=[CH:6][C:5]=1[F:12].[CH2:13]1COCC1. The catalyst is [Br-].C[P+](C1C=CC=CC=1)(C1C=CC=CC=1)C1C=CC=CC=1. The product is [Cl:3][C:4]1[CH:11]=[CH:10][C:7]([CH:8]=[CH2:13])=[CH:6][C:5]=1[F:12]. The yield is 0.470. (3) The reactants are [C:1]([NH:4][C:5]1[CH:10]=[CH:9][C:8]([S:11]([NH:14][C:15]2[S:19][C:18]([CH2:20][C:21]([O:23]CC)=[O:22])=[N:17][N:16]=2)(=[O:13])=[O:12])=[CH:7][CH:6]=1)(=[O:3])[CH3:2].[Li+].[OH-]. The catalyst is C1COCC1. The product is [C:1]([NH:4][C:5]1[CH:10]=[CH:9][C:8]([S:11]([NH:14][C:15]2[S:19][C:18]([CH2:20][C:21]([OH:23])=[O:22])=[N:17][N:16]=2)(=[O:13])=[O:12])=[CH:7][CH:6]=1)(=[O:3])[CH3:2]. The yield is 0.880. (4) The reactants are [C:1]([O:7][CH2:8][N:9]1[C:13]2[N:14]=[CH:15][N:16]=[C:17]([C:18]3[CH:19]=[N:20][N:21](C(OCC)C)[CH:22]=3)[C:12]=2[CH:11]=[CH:10]1)(=[O:6])[C:2]([CH3:5])([CH3:4])[CH3:3].C1COCC1.[OH-].[Na+]. The catalyst is Cl. The product is [C:1]([O:7][CH2:8][N:9]1[C:13]2[N:14]=[CH:15][N:16]=[C:17]([C:18]3[CH:19]=[N:20][NH:21][CH:22]=3)[C:12]=2[CH:11]=[CH:10]1)(=[O:6])[C:2]([CH3:5])([CH3:4])[CH3:3]. The yield is 0.770. (5) The reactants are I[C:2]1[CH:7]=[CH:6][N:5]=[C:4]([N:8]2[C:16]3[C:11](=[CH:12][CH:13]=[CH:14][CH:15]=3)[C:10]([C:17]([NH2:19])=[O:18])=[N:9]2)[CH:3]=1.[C:20]([C@:22]1([OH:29])[CH2:26][CH2:25][N:24]([CH3:27])[C:23]1=[O:28])#[CH:21]. No catalyst specified. The product is [OH:29][C@@:22]1([C:20]#[C:21][C:2]2[CH:7]=[CH:6][N:5]=[C:4]([N:8]3[C:16]4[C:11](=[CH:12][CH:13]=[CH:14][CH:15]=4)[C:10]([C:17]([NH2:19])=[O:18])=[N:9]3)[CH:3]=2)[CH2:26][CH2:25][N:24]([CH3:27])[C:23]1=[O:28]. The yield is 0.670. (6) The reactants are [NH2:1][CH2:2][CH2:3][CH2:4][O:5][C:6]1[CH:7]=[CH:8][C:9]2[CH2:15][CH:14]([CH2:16][C:17]([O:19][CH2:20][CH3:21])=[O:18])[C:13]3[CH:22]=[CH:23][CH:24]=[CH:25][C:12]=3[CH2:11][C:10]=2[CH:26]=1.C(=O)(O)[O-].[Na+].Br[C:33]1[N:38]=[CH:37][CH:36]=[CH:35][N:34]=1. The catalyst is C(O)C. The product is [N:34]1[CH:35]=[CH:36][CH:37]=[N:38][C:33]=1[NH:1][CH2:2][CH2:3][CH2:4][O:5][C:6]1[CH:7]=[CH:8][C:9]2[CH2:15][CH:14]([CH2:16][C:17]([O:19][CH2:20][CH3:21])=[O:18])[C:13]3[CH:22]=[CH:23][CH:24]=[CH:25][C:12]=3[CH2:11][C:10]=2[CH:26]=1. The yield is 0.340.